Dataset: Forward reaction prediction with 1.9M reactions from USPTO patents (1976-2016). Task: Predict the product of the given reaction. (1) Given the reactants [CH3:1][N:2]([CH3:16])[C:3]1[S:4][C@H:5]2[O:11][C@H:10]([CH2:12][OH:13])[C@@H:9]([OH:14])[C@H:8]([OH:15])[C@H:6]2[N:7]=1.[H-].[Na+].[CH:19]1[CH:24]=[CH:23][C:22]([CH2:25]Br)=[CH:21][CH:20]=1, predict the reaction product. The product is: [CH2:25]([O:14][C@@H:9]1[C@@H:10]([CH2:12][O:13][CH2:25][C:22]2[CH:23]=[CH:24][CH:19]=[CH:20][CH:21]=2)[O:11][C@H:5]2[C@H:6]([N:7]=[C:3]([N:2]([CH3:16])[CH3:1])[S:4]2)[C@H:8]1[O:15][CH2:25][C:22]1[CH:23]=[CH:24][CH:19]=[CH:20][CH:21]=1)[C:22]1[CH:23]=[CH:24][CH:19]=[CH:20][CH:21]=1. (2) Given the reactants [Br:1][C:2]1[C:3]([C:13]2[CH:18]=[CH:17][C:16]([Cl:19])=[CH:15][CH:14]=2)=[CH:4][C:5]2[N:6]([C:9](=[O:12])[NH:10][N:11]=2)[C:7]=1[CH3:8].BrC1C2N(C(=O)N([CH2:38][C:39]3[CH:40]=[N:41][C:42]([C:45]([F:48])([F:47])[F:46])=[CH:43][CH:44]=3)N=2)C(C)=CC=1C1C=CC(Cl)=CC=1, predict the reaction product. The product is: [Br:1][C:2]1[C:3]([C:13]2[CH:14]=[CH:15][C:16]([Cl:19])=[CH:17][CH:18]=2)=[CH:4][C:5]2[N:6]([C:9](=[O:12])[N:10]([CH2:38][C:39]3[CH:40]=[N:41][C:42]([C:45]([F:48])([F:46])[F:47])=[CH:43][CH:44]=3)[N:11]=2)[C:7]=1[CH3:8].